From a dataset of Forward reaction prediction with 1.9M reactions from USPTO patents (1976-2016). Predict the product of the given reaction. (1) Given the reactants C1C2C(=CC=CC=2)[C@@H](N)[C@H]1O.B.CCN(C1C=CC=CC=1)CC.[Cl:24][C:25]1[C:34]2[C:35](=[O:43])[O:36][C:37]3([CH2:42][CH2:41][O:40][CH2:39][CH2:38]3)[C:33]=2[C:32]2[C:31](=[O:44])[CH2:30][C:29]([CH3:46])([CH3:45])[CH2:28][C:27]=2[N:26]=1.CO, predict the reaction product. The product is: [Cl:24][C:25]1[C:34]2[C:35](=[O:43])[O:36][C:37]3([CH2:42][CH2:41][O:40][CH2:39][CH2:38]3)[C:33]=2[C:32]2[C@@H:31]([OH:44])[CH2:30][C:29]([CH3:46])([CH3:45])[CH2:28][C:27]=2[N:26]=1. (2) The product is: [C:1]1([C:7]2[N:8]([CH2:12][CH2:13][CH2:14][C:15]3[N:16]=[N:17][C:26]([C:23]4[CH:22]=[CH:21][C:20]([CH3:36])=[CH:25][CH:24]=4)=[C:28]([C:30]4[CH:31]=[CH:32][C:33]([CH3:37])=[CH:34][CH:35]=4)[N:18]=3)[CH:9]=[CH:10][N:11]=2)[CH:2]=[CH:3][CH:4]=[CH:5][CH:6]=1. Given the reactants [C:1]1([C:7]2[N:8]([CH2:12][CH2:13][CH2:14][C:15](=[NH:18])[NH:16][NH2:17])[CH:9]=[CH:10][N:11]=2)[CH:6]=[CH:5][CH:4]=[CH:3][CH:2]=1.C[C:20]1([CH3:36])[CH:25]=[CH:24][C:23]([C:26]([C:28]([C:30]2[CH:35]=[CH:34][CH:33]=[CH:32][CH:31]=2)=O)=O)=[CH:22][CH2:21]1.[CH3:37]CO, predict the reaction product. (3) The product is: [CH2:1]([O:3][C:4](=[O:18])[CH2:5][N:6]1[C:7]([CH3:17])=[C:8]([C:10]2[CH:15]=[CH:14][C:13]([Cl:16])=[CH:12][CH:11]=2)[N:22]([CH:19]2[CH2:21][CH2:20]2)[C:23]1=[O:24])[CH3:2]. Given the reactants [CH2:1]([O:3][C:4](=[O:18])[CH2:5][NH:6][CH:7]([CH3:17])[C:8]([C:10]1[CH:15]=[CH:14][C:13]([Cl:16])=[CH:12][CH:11]=1)=O)[CH3:2].[CH:19]1([N:22]=[C:23]=[O:24])[CH2:21][CH2:20]1, predict the reaction product. (4) Given the reactants [Cl:1][C:2]1[CH:9]=[C:8]([OH:10])[CH:7]=[C:6]([F:11])[C:3]=1[CH:4]=[O:5].[C:12]([O-])([O-])=O.[K+].[K+].IC, predict the reaction product. The product is: [Cl:1][C:2]1[CH:9]=[C:8]([O:10][CH3:12])[CH:7]=[C:6]([F:11])[C:3]=1[CH:4]=[O:5]. (5) Given the reactants [NH2:1][C:2]1[CH:25]=[CH:24][C:23]([N:26]2[CH2:31][CH2:30][CH2:29][CH2:28][CH2:27]2)=[CH:22][C:3]=1[C:4]([NH:6][C:7]1[CH:11]=[CH:10][N:9]([C:12]2[CH:17]=[CH:16][CH:15]=[C:14]([C:18]([F:21])([F:20])[F:19])[CH:13]=2)[N:8]=1)=[O:5].[CH3:32][N:33]([CH2:45][CH2:46][N:47]1[CH2:52][CH2:51][O:50][CH2:49][CH2:48]1)[C:34]([C:36]1[CH:37]=[C:38]([CH:42]=[CH:43][CH:44]=1)[C:39](O)=[O:40])=[O:35].CCN=C=NCCCN(C)C.Cl, predict the reaction product. The product is: [CH3:32][N:33]([CH2:45][CH2:46][N:47]1[CH2:52][CH2:51][O:50][CH2:49][CH2:48]1)[C:34](=[O:35])[C:36]1[CH:44]=[CH:43][CH:42]=[C:38]([C:39]([NH:1][C:2]2[CH:25]=[CH:24][C:23]([N:26]3[CH2:31][CH2:30][CH2:29][CH2:28][CH2:27]3)=[CH:22][C:3]=2[C:4](=[O:5])[NH:6][C:7]2[CH:11]=[CH:10][N:9]([C:12]3[CH:17]=[CH:16][CH:15]=[C:14]([C:18]([F:20])([F:21])[F:19])[CH:13]=3)[N:8]=2)=[O:40])[CH:37]=1.